This data is from Peptide-MHC class I binding affinity with 185,985 pairs from IEDB/IMGT. The task is: Regression. Given a peptide amino acid sequence and an MHC pseudo amino acid sequence, predict their binding affinity value. This is MHC class I binding data. The peptide sequence is CAPHRVSGV. The MHC is HLA-A02:03 with pseudo-sequence HLA-A02:03. The binding affinity (normalized) is 0.738.